This data is from Orexin1 receptor HTS with 218,158 compounds and 233 confirmed actives. The task is: Binary Classification. Given a drug SMILES string, predict its activity (active/inactive) in a high-throughput screening assay against a specified biological target. (1) The molecule is O=C(Nc1ccc(cc1)C(OCC)=O)CCc1n2nc(N3CCCC3)ccc2nn1. The result is 0 (inactive). (2) The molecule is S(c1n(N)c(nn1)c1c(F)cccc1)CC(=O)NC(=O)NCCC(C)C. The result is 0 (inactive). (3) The drug is S=C(N(Cc1cc2c([nH]c1=O)cc1OCCOc1c2)CCCO)NCC. The result is 0 (inactive). (4) The molecule is Clc1c(cc([N+]([O-])=O)cc1)C(O\N=C(/N)c1cccnc1)=O. The result is 0 (inactive). (5) The drug is Clc1c(OCC(C)C)ccc(c1)C\N=C(/N)/N=C(/N)N. The result is 0 (inactive). (6) The compound is S(=O)(=O)(NCCc1ccncc1)c1ccc(CCC)cc1. The result is 0 (inactive). (7) The molecule is O=C(N(Cc1ccccc1)c1cc(ccc1)C)c1cc(OC)c(OCC)cc1. The result is 0 (inactive). (8) The molecule is Clc1ccc(CN2CC(CCC2=O)C(=O)NCCc2cc(ccc2)C(F)(F)F)cc1. The result is 0 (inactive). (9) The molecule is S=C1N(C(O)CN1C(=O)c1ccccc1)c1ccccc1. The result is 0 (inactive). (10) The molecule is Brc1c(/N=C\N(C)C)c2nonc2c(Br)c1. The result is 0 (inactive).